Task: Predict the reaction yield, written as a fraction of the theoretical maximum amount of product (1.0 means a 100% yield; for example, 0.34 means a 34% yield).. Dataset: Reaction yield outcomes from USPTO patents with 853,638 reactions (1) The reactants are [CH2:1]([C@H:8]1[CH2:12][O:11][C:10](=[O:13])[NH:9]1)[C:2]1[CH:7]=[CH:6][CH:5]=[CH:4][CH:3]=1.C([Li])CCC.[CH3:19][S:20]([C:23]1[CH:28]=[CH:27][C:26]([CH2:29][C:30](Cl)=[O:31])=[CH:25][CH:24]=1)(=[O:22])=[O:21]. The catalyst is C1COCC1. The product is [CH2:1]([C@H:8]1[CH2:12][O:11][C:10](=[O:13])[N:9]1[C:30](=[O:31])[CH2:29][C:26]1[CH:25]=[CH:24][C:23]([S:20]([CH3:19])(=[O:21])=[O:22])=[CH:28][CH:27]=1)[C:2]1[CH:3]=[CH:4][CH:5]=[CH:6][CH:7]=1. The yield is 0.360. (2) The reactants are [CH:1]#[C:2][CH2:3][CH2:4][CH2:5][CH2:6][CH2:7]C.C1(C#C)C=CC=CC=1.[CH3:17][O:18][C:19]1[CH:20]=[C:21]([CH:24]=[CH:25][CH:26]=1)[C:22]#N. The catalyst is C(#N)C1C=CC=CC=1. The product is [CH3:17][O:18][C:19]1[CH:26]=[CH:25][CH:24]=[C:21]([C:22]#[C:1][CH2:2][CH2:3][CH2:4][CH2:5][CH2:6][CH3:7])[CH:20]=1. The yield is 0.800. (3) The reactants are Br[CH2:2][CH2:3][CH:4]1[O:8][CH2:7][CH2:6][O:5]1.[Mg].II.CN([CH:15]=[O:16])C. The catalyst is C1COCC1. The product is [O:5]1[CH2:6][CH2:7][O:8][CH:4]1[CH2:3][CH2:2][CH:15]=[O:16]. The yield is 0.280. (4) The reactants are Cl.Cl.[NH2:3][CH2:4][C@@:5]1([OH:13])[CH:10]2[CH2:11][CH2:12][N:7]([CH2:8][CH2:9]2)[CH2:6]1.C([O-])([O-])=O.[Cs+].[Cs+].[Br:20][C:21]1[CH:30]=[CH:29][CH:28]=[C:27]2[C:22]=1[CH:23]=[C:24]([N:31]=[C:32]=S)[N:25]=[CH:26]2.C(N=C=NC(C)C)(C)C. The catalyst is CN(C)C=O. The product is [Br:20][C:21]1[CH:30]=[CH:29][CH:28]=[C:27]2[C:22]=1[CH:23]=[C:24]([NH:31][C:32]1[O:13][C@:5]3([CH2:4][N:3]=1)[CH:10]1[CH2:9][CH2:8][N:7]([CH2:12][CH2:11]1)[CH2:6]3)[N:25]=[CH:26]2. The yield is 0.700. (5) The reactants are [N:1]1([C:7]2[CH:12]=[CH:11][C:10]([NH2:13])=[CH:9][CH:8]=2)[CH2:6][CH2:5][O:4][CH2:3][CH2:2]1.[CH3:14][O:15][C:16]1[CH:17]=[C:18]2[C:23](=[C:24]([N:26]3[CH2:31][CH2:30][N:29]([CH2:32][CH2:33][CH3:34])[CH2:28][CH2:27]3)[CH:25]=1)[O:22][CH:21]([C:35](O)=[O:36])[CH2:20][CH2:19]2. No catalyst specified. The product is [CH2:32]([N:29]1[CH2:30][CH2:31][N:26]([C:24]2[CH:25]=[C:16]([O:15][CH3:14])[CH:17]=[C:18]3[C:23]=2[O:22][CH:21]([C:35]([NH:13][C:10]2[CH:9]=[CH:8][C:7]([N:1]4[CH2:2][CH2:3][O:4][CH2:5][CH2:6]4)=[CH:12][CH:11]=2)=[O:36])[CH2:20][CH2:19]3)[CH2:27][CH2:28]1)[CH2:33][CH3:34]. The yield is 0.210. (6) The reactants are Cl[C:2]1[N:7]=[C:6]([Cl:8])[N:5]=[CH:4][N:3]=1.CCN(C(C)C)C(C)C.[CH3:18][O:19][CH2:20][CH2:21][O:22][C:23]1[CH:28]=[CH:27][C:26]([NH2:29])=[CH:25][CH:24]=1. The catalyst is CN(C=O)C.C(OCC)(=O)C. The product is [Cl:8][C:6]1[N:5]=[CH:4][N:3]=[C:2]([NH:29][C:26]2[CH:25]=[CH:24][C:23]([O:22][CH2:21][CH2:20][O:19][CH3:18])=[CH:28][CH:27]=2)[N:7]=1. The yield is 0.848. (7) The reactants are C(OC([N:8]1[CH2:13][CH2:12][CH:11]([CH2:14][O:15][C:16]2[CH:25]=[C:24]3[C:19]([C:20](=[O:34])[N:21]([CH2:26][O:27][C:28](=[O:33])[C:29]([CH3:32])([CH3:31])[CH3:30])[CH:22]=[N:23]3)=[CH:18][C:17]=2[O:35][CH3:36])[CH2:10][CH2:9]1)=O)(C)(C)C.C(O)(C(F)(F)F)=O. The catalyst is C(Cl)Cl. The product is [CH3:36][O:35][C:17]1[CH:18]=[C:19]2[C:24](=[CH:25][C:16]=1[O:15][CH2:14][CH:11]1[CH2:10][CH2:9][NH:8][CH2:13][CH2:12]1)[N:23]=[CH:22][N:21]([CH2:26][O:27][C:28](=[O:33])[C:29]([CH3:30])([CH3:31])[CH3:32])[C:20]2=[O:34]. The yield is 0.920. (8) The reactants are [CH2:1]([OH:6])[C:2]#[C:3][CH2:4]O.[C:7]1(P(C2C=CC=CC=2)C2C=CC=CC=2)C=CC=CC=1.N=[N+]=[N-].[N:29]([C:37]([O:39][CH:40]([CH3:42])[CH3:41])=[O:38])=[N:29][C:37]([O:39][CH:40]([CH3:42])[CH3:41])=[O:38].Cl.C(=O)([O-])[O-].[K+].[K+].C(OC(OC(C)(C)C)=O)(OC(C)(C)C)=O. The catalyst is O1CCCC1.[Cl-].[Na+].O.ClCCl.O. The product is [C:40]([O:39][C:37]([NH:29][CH2:4][C:3]#[C:2][CH2:1][OH:6])=[O:38])([CH3:42])([CH3:7])[CH3:41]. The yield is 0.500. (9) The reactants are [CH:1]1([N:7]([CH:19]2[CH2:24][CH2:23][CH2:22][CH2:21][CH2:20]2)[C:8]([NH:10][C:11]2[S:12][CH:13]=[C:14]([CH:16]=[N:17][OH:18])[N:15]=2)=[O:9])[CH2:6][CH2:5][CH2:4][CH2:3][CH2:2]1.[CH3:25][S:26](Cl)(=[O:28])=[O:27].CCN(C(C)C)C(C)C. The catalyst is C(Cl)Cl. The product is [CH:19]1([N:7]([CH:1]2[CH2:2][CH2:3][CH2:4][CH2:5][CH2:6]2)[C:8]([NH:10][C:11]2[S:12][CH:13]=[C:14]([C:16]([S:26]([CH3:25])(=[O:28])=[O:27])=[N:17][OH:18])[N:15]=2)=[O:9])[CH2:24][CH2:23][CH2:22][CH2:21][CH2:20]1. The yield is 0.300. (10) The reactants are [Cl:1][C:2]1[CH:7]=[CH:6][C:5]([C@@H:8]([CH3:20])[C:9](N2[C@H](C(C)C)COC2=O)=[O:10])=[CH:4][CH:3]=1.[OH:21]O.[Li+].[OH-]. The catalyst is C1COCC1.O. The product is [Cl:1][C:2]1[CH:3]=[CH:4][C:5]([C@@H:8]([CH3:20])[C:9]([OH:10])=[O:21])=[CH:6][CH:7]=1. The yield is 0.980.